Dataset: Peptide-MHC class II binding affinity with 134,281 pairs from IEDB. Task: Regression. Given a peptide amino acid sequence and an MHC pseudo amino acid sequence, predict their binding affinity value. This is MHC class II binding data. The peptide sequence is LCHLITKETPDRLTD. The MHC is DRB5_0101 with pseudo-sequence DRB5_0101. The binding affinity (normalized) is 0.269.